From a dataset of Catalyst prediction with 721,799 reactions and 888 catalyst types from USPTO. Predict which catalyst facilitates the given reaction. Reactant: Cl[CH2:2][C:3]([N:5]([CH2:9][CH2:10][C:11]#[N:12])[CH2:6][CH2:7][OH:8])=[O:4].CC(C)([O-])C.[K+]. Product: [O:4]=[C:3]1[CH2:2][O:8][CH2:7][CH2:6][N:5]1[CH2:9][CH2:10][C:11]#[N:12]. The catalyst class is: 107.